From a dataset of Forward reaction prediction with 1.9M reactions from USPTO patents (1976-2016). Predict the product of the given reaction. (1) Given the reactants [C:1]([O:5][C:6]([NH:8][CH2:9][C@H:10]1[CH2:15][CH2:14][C@H:13]([C:16]([NH:18][C@H:19]([C:37](=[O:50])[NH:38][C:39]2[CH:44]=[CH:43][C:42]([C:45]3[N:46]=[N:47][NH:48][N:49]=3)=[CH:41][CH:40]=2)[CH2:20][C:21]2[CH:26]=[CH:25][C:24]([C:27]3[C:32]([CH3:33])=[CH:31][CH:30]=[C:29]([C:34](O)=[O:35])[CH:28]=3)=[CH:23][CH:22]=2)=[O:17])[CH2:12][CH2:11]1)=[O:7])([CH3:4])([CH3:3])[CH3:2].[C:51]([O:55][C:56]([N:58]1[CH2:62][CH2:61][C@@H:60]([NH2:63])[CH2:59]1)=[O:57])([CH3:54])([CH3:53])[CH3:52].F[P-](F)(F)(F)(F)F.CN(C(ON1C2=NC=CC=C2N=N1)=[N+](C)C)C.C(N(CC)C(C)C)(C)C, predict the reaction product. The product is: [C:1]([O:5][C:6]([NH:8][CH2:9][C@H:10]1[CH2:15][CH2:14][C@H:13]([C:16]([NH:18][C@H:19]([C:37](=[O:50])[NH:38][C:39]2[CH:40]=[CH:41][C:42]([C:45]3[N:46]=[N:47][NH:48][N:49]=3)=[CH:43][CH:44]=2)[CH2:20][C:21]2[CH:26]=[CH:25][C:24]([C:27]3[C:32]([CH3:33])=[CH:31][CH:30]=[C:29]([C:34]([NH:63][C@@H:60]4[CH2:61][CH2:62][N:58]([C:56]([O:55][C:51]([CH3:54])([CH3:52])[CH3:53])=[O:57])[CH2:59]4)=[O:35])[CH:28]=3)=[CH:23][CH:22]=2)=[O:17])[CH2:12][CH2:11]1)=[O:7])([CH3:4])([CH3:2])[CH3:3]. (2) Given the reactants [F:1][C:2]1[C:7]2[C:8]([C:18](=[O:21])[NH:19][CH3:20])=[C:9]([C:11]3[CH:16]=[CH:15][C:14]([F:17])=[CH:13][CH:12]=3)[O:10][C:6]=2[CH:5]=[C:4]([CH2:22][O:23][CH3:24])[C:3]=1[C:25]1[CH:26]=[C:27]([CH:31]=[CH:32][CH:33]=1)[C:28]([OH:30])=O.C(N(C(C)C)C(C)C)C.Cl.[C:44]12([NH2:49])[CH2:48][CH:46]([CH2:47]1)[CH2:45]2.CN(C(ON1N=NC2C=CC=NC1=2)=[N+](C)C)C.F[P-](F)(F)(F)(F)F, predict the reaction product. The product is: [C:44]12([NH:49][C:28]([C:27]3[CH:26]=[C:25]([C:3]4[C:4]([CH2:22][O:23][CH3:24])=[CH:5][C:6]5[O:10][C:9]([C:11]6[CH:12]=[CH:13][C:14]([F:17])=[CH:15][CH:16]=6)=[C:8]([C:18]([NH:19][CH3:20])=[O:21])[C:7]=5[C:2]=4[F:1])[CH:33]=[CH:32][CH:31]=3)=[O:30])[CH2:48][CH:46]([CH2:47]1)[CH2:45]2.